Dataset: Reaction yield outcomes from USPTO patents with 853,638 reactions. Task: Predict the reaction yield, written as a fraction of the theoretical maximum amount of product (1.0 means a 100% yield; for example, 0.34 means a 34% yield). The reactants are [F:1][C:2]1[CH:8]=[C:7]([F:9])[CH:6]=[CH:5][C:3]=1[NH2:4].N1C=CC=CC=1.Cl[C:17]([O:19][CH2:20][C:21]1[CH:26]=[CH:25][CH:24]=[CH:23][CH:22]=1)=[O:18]. The catalyst is ClCCl. The product is [CH2:20]([O:19][C:17](=[O:18])[NH:4][C:3]1[CH:5]=[CH:6][C:7]([F:9])=[CH:8][C:2]=1[F:1])[C:21]1[CH:26]=[CH:25][CH:24]=[CH:23][CH:22]=1. The yield is 0.850.